From a dataset of Catalyst prediction with 721,799 reactions and 888 catalyst types from USPTO. Predict which catalyst facilitates the given reaction. (1) Product: [N:41]1([CH2:19][C:18]([CH3:21])([CH3:22])[O:17][C:14]2[CH:13]=[CH:12][C:11]([NH:10][C:4]3[C:5](=[O:9])[N:6]([CH3:8])[N:7]=[C:2]([Cl:1])[CH:3]=3)=[N:16][CH:15]=2)[CH2:44][CH2:43][CH2:42]1. The catalyst class is: 4. Reactant: [Cl:1][C:2]1[CH:3]=[C:4]([NH:10][C:11]2[N:16]=[CH:15][C:14]([O:17][C:18]([CH3:22])([CH3:21])[CH:19]=O)=[CH:13][CH:12]=2)[C:5](=[O:9])[N:6]([CH3:8])[N:7]=1.C(O[BH-](OC(=O)C)OC(=O)C)(=O)C.[Na+].C(O)(=O)C.[NH:41]1[CH2:44][CH2:43][CH2:42]1.C(=O)(O)[O-].[Na+]. (2) Reactant: Cl.[Cl:2][C:3]1[CH:4]=[C:5]([N:9]2[CH2:14][CH2:13][NH:12][CH2:11][CH2:10]2)[CH:6]=[CH:7][CH:8]=1.C(N(CC)CC)C.C(Cl)CCl.[Cl:26][CH2:27][C:28](O)=[O:29]. Product: [Cl:26][CH2:27][C:28]([N:12]1[CH2:13][CH2:14][N:9]([C:5]2[CH:6]=[CH:7][CH:8]=[C:3]([Cl:2])[CH:4]=2)[CH2:10][CH2:11]1)=[O:29]. The catalyst class is: 64.